Predict the reactants needed to synthesize the given product. From a dataset of Full USPTO retrosynthesis dataset with 1.9M reactions from patents (1976-2016). Given the product [F:1][C:2]1[C:10]([F:11])=[CH:9][C:5]([C:6]([NH:54][C:50]([CH3:51])([C:52]#[CH:53])[CH3:49])=[O:8])=[C:4]([NH:12][CH2:13][CH2:14][C:15]([F:18])([F:17])[F:16])[CH:3]=1, predict the reactants needed to synthesize it. The reactants are: [F:1][C:2]1[C:10]([F:11])=[CH:9][C:5]([C:6]([OH:8])=O)=[C:4]([NH:12][CH2:13][CH2:14][C:15]([F:18])([F:17])[F:16])[CH:3]=1.CCN=C=NCCCN(C)C.C1C=CC2N(O)N=NC=2C=1.CCN(C(C)C)C(C)C.[CH3:49][C:50]([NH2:54])([C:52]#[CH:53])[CH3:51].